The task is: Predict the product of the given reaction.. This data is from Forward reaction prediction with 1.9M reactions from USPTO patents (1976-2016). (1) Given the reactants [Si]([O:18][CH2:19][CH:20]([F:35])[CH2:21][N:22]1[C:31]2[C:26](=[CH:27][CH:28]=[C:29]([O:32][CH3:33])[CH:30]=2)[N:25]=[CH:24][C:23]1=[O:34])(C(C)(C)C)(C1C=CC=CC=1)C1C=CC=CC=1.[F-].C([N+](CCCC)(CCCC)CCCC)CCC.O.C(=O)(O)[O-].[Na+], predict the reaction product. The product is: [F:35][CH:20]([CH2:19][OH:18])[CH2:21][N:22]1[C:31]2[C:26](=[CH:27][CH:28]=[C:29]([O:32][CH3:33])[CH:30]=2)[N:25]=[CH:24][C:23]1=[O:34]. (2) Given the reactants Cl[C:2]1[CH:7]=[C:6]([O:8][C@H:9]([C:14]2[CH:19]=[CH:18][C:17]([Cl:20])=[CH:16][C:15]=2[N:21]2[CH:25]=[CH:24][C:23]([CH3:26])=[N:22]2)[C:10]([F:13])([F:12])[F:11])[CH:5]=[CH:4][N:3]=1.[CH2:27]1[C:31]2([CH2:36][CH2:35][NH:34][CH2:33][CH2:32]2)[CH2:30][CH:29]([C:37]([O:39][CH2:40][CH3:41])=[O:38])[N:28]1[C:42]([O:44][CH2:45][C:46]1[CH:51]=[CH:50][CH:49]=[CH:48][CH:47]=1)=[O:43].C([O-])([O-])=O.[Cs+].[Cs+].C1C=CC(P(C2C(C3C(P(C4C=CC=CC=4)C4C=CC=CC=4)=CC=C4C=3C=CC=C4)=C3C(C=CC=C3)=CC=2)C2C=CC=CC=2)=CC=1, predict the reaction product. The product is: [Cl:20][C:17]1[CH:18]=[CH:19][C:14]([C@@H:9]([O:8][C:6]2[CH:5]=[CH:4][N:3]=[C:2]([N:34]3[CH2:33][CH2:32][C:31]4([CH2:27][N:28]([C:42]([O:44][CH2:45][C:46]5[CH:47]=[CH:48][CH:49]=[CH:50][CH:51]=5)=[O:43])[CH:29]([C:37]([O:39][CH2:40][CH3:41])=[O:38])[CH2:30]4)[CH2:36][CH2:35]3)[CH:7]=2)[C:10]([F:13])([F:11])[F:12])=[C:15]([N:21]2[CH:25]=[CH:24][C:23]([CH3:26])=[N:22]2)[CH:16]=1. (3) Given the reactants [CH3:1][O:2][C:3]1[CH:8]=[CH:7][C:6]([C:9]2[CH2:10][CH:11]([CH3:16])[C:12](=[O:15])[NH:13][N:14]=2)=[CH:5][CH:4]=1, predict the reaction product. The product is: [CH3:1][O:2][C:3]1[CH:8]=[CH:7][C:6]([C:9]2[CH:10]=[C:11]([CH3:16])[C:12](=[O:15])[NH:13][N:14]=2)=[CH:5][CH:4]=1. (4) Given the reactants C(Cl)(=O)C(Cl)=O.CS(C)=O.[C:11]([SiH2:15][O:16][C:17]([CH3:32])([CH3:31])[C:18]1[CH:19]=[C:20]([CH:26]=[C:27]([CH2:29][OH:30])[CH:28]=1)[C:21]([O:23][CH2:24][CH3:25])=[O:22])([CH3:14])([CH3:13])[CH3:12].C(N(CC)CC)C, predict the reaction product. The product is: [C:11]([SiH2:15][O:16][C:17]([CH3:31])([CH3:32])[C:18]1[CH:19]=[C:20]([CH:26]=[C:27]([CH:29]=[O:30])[CH:28]=1)[C:21]([O:23][CH2:24][CH3:25])=[O:22])([CH3:12])([CH3:13])[CH3:14]. (5) Given the reactants [OH:1][C:2]1[CH:3]=[C:4]2[C:8](=[CH:9][CH:10]=1)[NH:7][C:6]([C:11]([OH:13])=O)=[CH:5]2.ON1C2C=CC=CC=2N=N1.Cl.CN(C)CCCN=C=NCC.[CH2:36]([N:43]1[CH2:48][CH2:47][CH:46]([NH2:49])[CH2:45][CH2:44]1)[C:37]1[CH:42]=[CH:41][CH:40]=[CH:39][CH:38]=1, predict the reaction product. The product is: [CH2:36]([N:43]1[CH2:48][CH2:47][CH:46]([NH:49][C:11]([C:6]2[NH:7][C:8]3[C:4]([CH:5]=2)=[CH:3][C:2]([OH:1])=[CH:10][CH:9]=3)=[O:13])[CH2:45][CH2:44]1)[C:37]1[CH:38]=[CH:39][CH:40]=[CH:41][CH:42]=1. (6) Given the reactants [F:1][C:2]1[CH:3]=[C:4]([CH:8]=[C:9]([N+:11]([O-:13])=[O:12])[CH:10]=1)[C:5](O)=[O:6].N1C2C(=CC=CN=2)C=C1.[Cl-:23].[Cl-].[Cl-].[Al+3], predict the reaction product. The product is: [F:1][C:2]1[CH:3]=[C:4]([CH:8]=[C:9]([N+:11]([O-:13])=[O:12])[CH:10]=1)[C:5]([Cl:23])=[O:6].